This data is from Reaction yield outcomes from USPTO patents with 853,638 reactions. The task is: Predict the reaction yield, written as a fraction of the theoretical maximum amount of product (1.0 means a 100% yield; for example, 0.34 means a 34% yield). (1) The reactants are O.[OH-].[Li+].[C:4]([O:8][C:9]([NH:11][C:12]1([C:25]([O:27]C)=[O:26])[CH2:17][CH2:16][N:15]([C:18]([O:20][C:21]([CH3:24])([CH3:23])[CH3:22])=[O:19])[CH2:14][CH2:13]1)=[O:10])([CH3:7])([CH3:6])[CH3:5]. The catalyst is O.C1COCC1.CO.CCOC(C)=O. The product is [C:21]([O:20][C:18]([N:15]1[CH2:14][CH2:13][C:12]([NH:11][C:9]([O:8][C:4]([CH3:7])([CH3:6])[CH3:5])=[O:10])([C:25]([OH:27])=[O:26])[CH2:17][CH2:16]1)=[O:19])([CH3:24])([CH3:23])[CH3:22]. The yield is 0.780. (2) The reactants are [CH2:1]([O:3][C:4](=[O:29])[CH2:5][C:6]1[N:7]=[C:8]([NH:11][C:12]([NH:14][C:15]2[CH:20]=[CH:19][C:18]([CH3:21])=[CH:17][C:16]=2[C:22]([CH:24]2[CH2:28][CH2:27][CH2:26][CH2:25]2)=[O:23])=[O:13])[S:9][CH:10]=1)[CH3:2].[Br:30]N1C(=O)CCC1=O. The catalyst is C(#N)C.C(Cl)Cl. The product is [CH2:1]([O:3][C:4](=[O:29])[CH2:5][C:6]1[N:7]=[C:8]([NH:11][C:12]([NH:14][C:15]2[CH:20]=[CH:19][C:18]([CH3:21])=[CH:17][C:16]=2[C:22]([CH:24]2[CH2:28][CH2:27][CH2:26][CH2:25]2)=[O:23])=[O:13])[S:9][C:10]=1[Br:30])[CH3:2]. The yield is 0.210.